From a dataset of Experimentally validated miRNA-target interactions with 360,000+ pairs, plus equal number of negative samples. Binary Classification. Given a miRNA mature sequence and a target amino acid sequence, predict their likelihood of interaction. (1) The miRNA is mmu-miR-212-3p with sequence UAACAGUCUCCAGUCACGGCCA. The protein sequence of the target gene is MVLDPKEKMPDDGASGDHGDSASLGAINPAYSNSSLPHSTGDSEEPFTTYFDEKIPIPEEEYSCFSFRKLWAFTGPGFLMSIAYLDPGNIESDLQSGAVAGFKLLWVLLLATIVGLLLQRLAARLGVVTGLHLAEVCHRQYPKVPRIILWLMVELAIIGSDMQEVIGSAIAINLLSAGRVPLWGGVLITIADTFVFLFLDKYGLRKLEAFFGFLITIMALTFGYEYITVKPSQSQVLRGMFVPSCPGCRTPQVEQAVGIVGAVIMPHNMYLHSALVKSRQVNRANKQEVREANKYFFIES.... Result: 1 (interaction). (2) The miRNA is mmu-miR-377-3p with sequence AUCACACAAAGGCAACUUUUGU. The protein sequence of the target gene is MAERGRLGLPGAPGALNTPVPMNLFATWEVDGSSPSCVPRLCSLTLKKLAVLRELEKELLSVVIAVKMQYPHFLKREGNKLQIMLQRRKRYKNRTILGYKTLAAGSINMAEVMQHPSEGGQVLSLCSSIKEASVKVAEIWIVSLSSQPIDHEDSAMQAGPKTKSTDNYSEEEYESFSSEQEASDDAVQGQDLDEDDFDVGKPKKQRRSIVRTTSMTRQQNFKQKVVALLRRFKVSEEVLDSEQDPAEHVPEVEEDLDLLYDTLDVENPSDSGPDMDDDDSVLSTPKPKLRPYFEGLSHSS.... Result: 1 (interaction). (3) The miRNA is hsa-miR-487b-5p with sequence GUGGUUAUCCCUGUCCUGUUCG. The protein sequence of the target gene is MTLLPGDNSDYDYSALSCTSDASFHPAFLPQRQAIKGAFYRRAQRLRPQDEPRQGCQPEDRRRRIIINVGGIKYSLPWTTLDEFPLTRLGQLKACTNFDDILNVCDDYDVTCNEFFFDRNPGAFGTILTFLRAGKLRLLREMCALSFQEELLYWGIAEDHLDGCCKRRYLQKIEEFAEMVEREEEDDALDSEGRDSEGPAEGEGRLGRCMRRLRDMVERPHSGLPGKVFACLSVLFVTVTAVNLSVSTLPSLREEEEQGHCSQMCHNVFIVESVCVGWFSLEFLLRLIQAPSKFAFLRSP.... Result: 0 (no interaction).